From a dataset of Forward reaction prediction with 1.9M reactions from USPTO patents (1976-2016). Predict the product of the given reaction. (1) Given the reactants [F:1][C:2]1[CH:10]=[CH:9][C:5]([C:6]([OH:8])=[O:7])=[CH:4][C:3]=1[CH3:11].[C:12](=O)([O-])[O-].[K+].[K+].IC, predict the reaction product. The product is: [F:1][C:2]1[CH:10]=[CH:9][C:5]([C:6]([O:8][CH3:12])=[O:7])=[CH:4][C:3]=1[CH3:11]. (2) Given the reactants [Cl:1][C:2]1[CH:23]=[CH:22][C:5]([C:6]2[CH:7]=[CH:8][C:9]([CH2:20][CH3:21])=[C:10]([C:12]3[C:13](=[O:19])[CH2:14][CH2:15][C:16]=3[O:17]C)[CH:11]=2)=[CH:4][CH:3]=1, predict the reaction product. The product is: [Cl:1][C:2]1[CH:3]=[CH:4][C:5]([C:6]2[CH:7]=[CH:8][C:9]([CH2:20][CH3:21])=[C:10]([CH:12]3[C:13](=[O:19])[CH2:14][CH2:15][C:16]3=[O:17])[CH:11]=2)=[CH:22][CH:23]=1. (3) Given the reactants [CH:1]1([C:4]([N:6]2[CH2:15][CH2:14][C:13]3[C:8](=[CH:9][CH:10]=[C:11]([C:16]([NH:18][O:19]C4CCCCO4)=[O:17])[CH:12]=3)[CH2:7]2)=[O:5])[CH2:3][CH2:2]1.Cl, predict the reaction product. The product is: [OH:19][NH:18][C:16]([C:11]1[CH:12]=[C:13]2[C:8](=[CH:9][CH:10]=1)[CH2:7][N:6]([C:4]([CH:1]1[CH2:3][CH2:2]1)=[O:5])[CH2:15][CH2:14]2)=[O:17]. (4) Given the reactants [Br:1][C:2]1[CH:3]=[N:4][C:5]([CH2:8][CH2:9][NH2:10])=[N:6][CH:7]=1.C(N(CC)CC)C.[F:18][C:19]([F:30])([F:29])[C:20]1[CH:28]=[CH:27][CH:26]=[CH:25][C:21]=1[C:22](Cl)=[O:23], predict the reaction product. The product is: [Br:1][C:2]1[CH:3]=[N:4][C:5]([CH2:8][CH2:9][NH:10][C:22](=[O:23])[C:21]2[CH:25]=[CH:26][CH:27]=[CH:28][C:20]=2[C:19]([F:18])([F:29])[F:30])=[N:6][CH:7]=1. (5) Given the reactants [NH2:1][CH2:2][C:3]1[C:4]([F:23])=[CH:5][C:6]([Cl:22])=[C:7]([C:9]2[NH:10][C:11](=[O:21])[N:12]([C:14]3[CH:19]=[CH:18][C:17]([Cl:20])=[CH:16][CH:15]=3)[N:13]=2)[CH:8]=1.[C:24](Cl)(=[O:29])[C:25]([CH3:28])([CH3:27])[CH3:26], predict the reaction product. The product is: [Cl:22][C:6]1[C:7]([C:9]2[NH:10][C:11](=[O:21])[N:12]([C:14]3[CH:15]=[CH:16][C:17]([Cl:20])=[CH:18][CH:19]=3)[N:13]=2)=[CH:8][C:3]([CH2:2][NH:1][C:24](=[O:29])[C:25]([CH3:28])([CH3:27])[CH3:26])=[C:4]([F:23])[CH:5]=1. (6) Given the reactants [C:1]([CH:4]1[CH2:7][N:6]([C:8]([O:10][C:11]([CH3:14])([CH3:13])[CH3:12])=[O:9])[CH2:5]1)(=[O:3])[CH3:2].[BH4-].[Na+], predict the reaction product. The product is: [OH:3][CH:1]([CH:4]1[CH2:7][N:6]([C:8]([O:10][C:11]([CH3:12])([CH3:14])[CH3:13])=[O:9])[CH2:5]1)[CH3:2]. (7) The product is: [S:23]1[C:27]([C:28]([N:30]2[CH2:35][C:34]3([CH2:40][CH2:39][N:38]([CH2:41][C:42]4[C:43]([F:51])=[C:44]([CH2:48][CH:49]=[O:50])[CH:45]=[CH:46][CH:47]=4)[CH2:37][CH2:36]3)[O:33][CH2:32][CH2:31]2)=[O:29])=[CH:26][C:25]2[CH:52]=[CH:53][CH:54]=[CH:55][C:24]1=2. Given the reactants CC(OI1(OC(C)=O)(OC(C)=O)OC(=O)C2C=CC=CC1=2)=O.[S:23]1[C:27]([C:28]([N:30]2[CH2:35][C:34]3([CH2:40][CH2:39][N:38]([CH2:41][C:42]4[CH:47]=[CH:46][CH:45]=[C:44]([CH2:48][CH2:49][OH:50])[C:43]=4[F:51])[CH2:37][CH2:36]3)[O:33][CH2:32][CH2:31]2)=[O:29])=[CH:26][C:25]2[CH:52]=[CH:53][CH:54]=[CH:55][C:24]1=2.FC(F)(F)C(O)=O.S([O-])([O-])(=O)=S.[Na+].[Na+].C(=O)(O)[O-].[Na+], predict the reaction product.